From a dataset of Forward reaction prediction with 1.9M reactions from USPTO patents (1976-2016). Predict the product of the given reaction. Given the reactants Br[C:2]1[CH:10]=[C:9]([O:11][CH3:12])[CH:8]=[CH:7][C:3]=1[C:4]([OH:6])=[O:5].C([O-])([O-])=O.[Cs+].[Cs+].[N:19]1[NH:20][N:21]=[CH:22][CH:23]=1.CN[C@@H]1CCCC[C@H]1NC, predict the reaction product. The product is: [CH3:12][O:11][C:9]1[CH:8]=[CH:7][C:3]([C:4]([OH:6])=[O:5])=[C:2]([N:20]2[N:21]=[CH:22][CH:23]=[N:19]2)[CH:10]=1.